Dataset: Hepatocyte clearance measurements from AstraZeneca. Task: Regression/Classification. Given a drug SMILES string, predict its absorption, distribution, metabolism, or excretion properties. Task type varies by dataset: regression for continuous measurements (e.g., permeability, clearance, half-life) or binary classification for categorical outcomes (e.g., BBB penetration, CYP inhibition). For this dataset (clearance_hepatocyte_az), we predict log10(clearance) (log10 of the in vitro intrinsic clearance, CLint, in uL/min per 10^6 hepatocytes; values are censored to the assay range of 3 to 150, which is 0.477 to 2.18 on this log10 scale). (1) The molecule is C[C@@H](c1ccc(-c2ccc(F)cc2F)cc1)N1CC[C@](CCO)(c2ccc(F)cc2)OC1=O. The log10(clearance) is 0.570. (2) The compound is C[C@H]1CN(Cc2cc(Cl)ccc2OCC(=O)O)CCN1C(=O)Cc1ccc(F)cc1. The log10(clearance) is 0.480. (3) The compound is CN(CCOc1ccc(NS(C)(=O)=O)cc1)CCc1ccc(NS(C)(=O)=O)cc1. The log10(clearance) is 0.670. (4) The log10(clearance) is 1.19. The drug is CCCN1CCCC[C@H]1C(=O)Nc1c(C)cccc1C. (5) The molecule is CC(c1cc2ccccc2s1)N(O)C(N)=O. The log10(clearance) is 0.890. (6) The molecule is CC(C)C[C@H](CO)Nc1nc(SCc2ccccc2)nc2[nH]c(=O)sc12. The log10(clearance) is 1.13. (7) The molecule is Cc1cn([C@H]2CCCN([C@H](CC(C)C)c3ccc(C(=O)O)c(Oc4cccc(Cl)c4)c3)C2)c(=O)[nH]c1=O. The log10(clearance) is 0.960.